Task: Predict the reactants needed to synthesize the given product.. Dataset: Retrosynthesis with 50K atom-mapped reactions and 10 reaction types from USPTO (1) Given the product Cc1[nH]c2ccccc2c1C1CC(=O)CN(Cc2ccc(Br)cc2)C1, predict the reactants needed to synthesize it. The reactants are: BrCc1ccc(Br)cc1.Cc1[nH]c2ccccc2c1C1CNCC(=O)C1. (2) Given the product CS(=O)(=O)OCCCCc1cc(-c2ccc(C(F)(F)F)cc2)no1, predict the reactants needed to synthesize it. The reactants are: CS(=O)(=O)Cl.OCCCCc1cc(-c2ccc(C(F)(F)F)cc2)no1. (3) Given the product O=C(Cl)Oc1cc(Cl)c(Cl)cc1Cl, predict the reactants needed to synthesize it. The reactants are: O=C(Cl)Cl.Oc1cc(Cl)c(Cl)cc1Cl. (4) Given the product CCc1cccc(N2CCN(Cc3ccc([N+](=O)[O-])cc3)CC2)c1, predict the reactants needed to synthesize it. The reactants are: CCc1cccc(N2CCNCC2)c1.O=[N+]([O-])c1ccc(CCl)cc1. (5) Given the product COc1cc(OC)nc(-n2c(=S)[nH]c3cc(C(=O)NC4CCN(C)CC4)ccc3c2=O)n1, predict the reactants needed to synthesize it. The reactants are: CN1CCC(N)CC1.COc1cc(OC)nc(-n2c(=S)[nH]c3cc(C(=O)O)ccc3c2=O)n1.